This data is from Full USPTO retrosynthesis dataset with 1.9M reactions from patents (1976-2016). The task is: Predict the reactants needed to synthesize the given product. (1) The reactants are: [NH:1]1[CH:6]=[CH:5][CH:4]=[CH:3][C:2]1=[O:7].[CH2:8]([NH:15][C:16]([C:18]1[S:22][C:21](Br)=[N:20][C:19]=1[CH3:24])=[O:17])[C:9]1[CH:14]=[CH:13][CH:12]=[CH:11][CH:10]=1. Given the product [CH2:8]([NH:15][C:16]([C:18]1[S:22][C:21]([N:1]2[CH:6]=[CH:5][CH:4]=[CH:3][C:2]2=[O:7])=[N:20][C:19]=1[CH3:24])=[O:17])[C:9]1[CH:10]=[CH:11][CH:12]=[CH:13][CH:14]=1, predict the reactants needed to synthesize it. (2) Given the product [Cl:30][C:31]1[CH:32]=[CH:33][C:34]([C:37]2[N:38]=[C:39]3[CH:44]=[CH:43][C:42]([C:45]([NH:22][CH3:19])=[O:46])=[CH:41][N:40]3[C:48]=2[CH2:49][OH:50])=[CH:35][CH:36]=1, predict the reactants needed to synthesize it. The reactants are: CCCP1(OP(CCC)(=O)OP(CCC)(=O)O1)=O.[CH:19]([N:22](C(C)C)CC)(C)C.CN.[Cl:30][C:31]1[CH:36]=[CH:35][C:34]([C:37]2[N:38]=[C:39]3[CH:44]=[CH:43][C:42]([C:45]([O-])=[O:46])=[CH:41][N:40]3[C:48]=2[CH2:49][OH:50])=[CH:33][CH:32]=1.[Na+]. (3) Given the product [F:34][C:35]1([F:39])[CH2:38][N:37]([C:29]([C:10]2[N:11]=[C:12]([N:14]3[CH2:15][CH2:16][CH:17]([C:20]4[C:28]5[C:23](=[N:24][CH:25]=[CH:26][CH:27]=5)[NH:22][N:21]=4)[CH2:18][CH2:19]3)[N:13]=[C:8]([O:7][CH2:6][C@H:4]3[CH2:5][C@H:3]3[C:1]#[N:2])[N:9]=2)=[O:42])[CH2:36]1, predict the reactants needed to synthesize it. The reactants are: [C:1]([C@@H:3]1[CH2:5][C@@H:4]1[CH2:6][O:7][C:8]1[N:13]=[C:12]([N:14]2[CH2:19][CH2:18][CH:17]([C:20]3[C:28]4[C:23](=[N:24][CH:25]=[CH:26][CH:27]=4)[NH:22][N:21]=3)[CH2:16][CH2:15]2)[N:11]=[C:10]([CH:29](C#N)C#N)[N:9]=1)#[N:2].[F:34][C:35]1([F:39])[CH2:38][NH:37][CH2:36]1.CS(C)=[O:42]. (4) Given the product [CH:16]1[CH:17]=[C:18]2[C:10]([CH2:9][C@@H:8]([NH:7][C:5]([CH2:4][CH2:3][C@@H:2]([NH2:1])[C:22]([OH:24])=[O:30])=[O:6])[C:19]([OH:21])=[O:20])=[CH:11][NH:12][C:13]2=[CH:14][CH:15]=1.[NH2:1][C@@H:2]([C:22](=[O:24])[NH2:23])[CH2:3][CH2:4][C:5]([NH:7][C@@H:8]([C:19]([OH:21])=[O:20])[CH2:9][C:10]1[C:18]2[C:13](=[CH:14][CH:15]=[CH:16][CH:17]=2)[NH:12][CH:11]=1)=[O:6], predict the reactants needed to synthesize it. The reactants are: [NH2:1][C@@H:2]([C:22](=[O:24])[NH2:23])[CH2:3][CH2:4][C:5]([NH:7][C@@H:8]([C:19]([OH:21])=[O:20])[CH2:9][C:10]1[C:18]2[C:13](=[CH:14][CH:15]=[CH:16][CH:17]=2)[NH:12][CH:11]=1)=[O:6].Cl.ClCCl.C[O:30]C(C)(C)C. (5) Given the product [O:39]1[C:3]2[CH:4]=[CH:5][C:6]([C:8]3[CH:17]=[CH:16][C:15]4[C:10](=[CH:11][CH:12]=[C:13]([C:18]5[N:22]([CH:23]6[CH2:24][CH2:25][CH2:26][CH2:27][CH2:28]6)[C:21]6[CH:29]=[CH:30][C:31]([C:33]([OH:35])=[O:34])=[CH:32][C:20]=6[N:19]=5)[CH:14]=4)[N:9]=3)=[CH:7][C:2]=2[O:41][CH2:40]1, predict the reactants needed to synthesize it. The reactants are: Br[C:2]1[CH:3]=[CH:4][C:5](O)=[C:6]([C:8]2[CH:17]=[CH:16][C:15]3[C:10](=[CH:11][CH:12]=[C:13]([C:18]4[N:22]([CH:23]5[CH2:28][CH2:27][CH2:26][CH2:25][CH2:24]5)[C:21]5[CH:29]=[CH:30][C:31]([C:33]([OH:35])=[O:34])=[CH:32][C:20]=5[N:19]=4)[CH:14]=3)[N:9]=2)[CH:7]=1.C([O:39][C:40](C1C=CC2N(C3CCCCC3)C(C3C=CC(N)=C(C=O)C=3)=NC=2C=1)=[O:41])C.O1C2C=CC(C(=O)C)=CC=2OC1.[OH-].[K+].